Dataset: HIV replication inhibition screening data with 41,000+ compounds from the AIDS Antiviral Screen. Task: Binary Classification. Given a drug SMILES string, predict its activity (active/inactive) in a high-throughput screening assay against a specified biological target. (1) The compound is C=C(Br)CNC(=O)Nc1ccccn1. The result is 0 (inactive). (2) The molecule is CCOC(=O)C[PH](c1cccc(F)c1)(c1cccc(F)c1)c1cccc(F)c1. The result is 0 (inactive). (3) The result is 0 (inactive). The compound is CN1CCCN(C)CCCN(C)CCCN(C)CCC1. (4) The compound is C=CCCCCCCCCC(=O)NC(C)COC. The result is 0 (inactive). (5) The compound is N#CC(=Cc1ccc(Cl)cc1)c1ccc(Cl)cc1. The result is 0 (inactive). (6) The compound is COC(=O)CC(C(=O)OC)[Ge](C)(C)Sc1ccccc1. The result is 0 (inactive). (7) The drug is CSC(SC)=C1Sc2cccc(Cl)c2S1. The result is 0 (inactive). (8) The compound is COc1cc(O)c(C(=O)c2ccccc2)cc1S(=O)(=O)O. The result is 0 (inactive). (9) The molecule is O=C1c2ccccc2C(=O)N1CCSCC(CO)SCCN1C(=O)c2ccccc2C1=O. The result is 0 (inactive). (10) The molecule is COC(=O)c1c(C)cccc1C1CN=NC12Cc1cc(C)c(C)cc1C2=O. The result is 0 (inactive).